Dataset: Reaction yield outcomes from USPTO patents with 853,638 reactions. Task: Predict the reaction yield, written as a fraction of the theoretical maximum amount of product (1.0 means a 100% yield; for example, 0.34 means a 34% yield). (1) The reactants are [Cl:1][C:2]1[CH:3]=[C:4]2[C:9](=[CH:10][CH:11]=1)[CH:8]=[C:7]([S:12]([CH2:15][CH2:16][C:17]([N:19]1[CH2:24][CH2:23][CH:22]([NH2:25])[CH2:21][CH2:20]1)=[O:18])(=[O:14])=[O:13])[CH:6]=[CH:5]2.[CH2:26]([C:28]1[NH:29][C:30]([CH:34]=O)=[C:31]([CH3:33])[N:32]=1)[CH3:27]. No catalyst specified. The product is [Cl:1][C:2]1[CH:3]=[C:4]2[C:9](=[CH:10][CH:11]=1)[CH:8]=[C:7]([S:12]([CH2:15][CH2:16][C:17]([N:19]1[CH2:24][CH2:23][CH:22]([NH:25][CH2:33][C:31]3[NH:32][C:28]([CH2:26][CH3:27])=[N:29][C:30]=3[CH3:34])[CH2:21][CH2:20]1)=[O:18])(=[O:14])=[O:13])[CH:6]=[CH:5]2. The yield is 0.500. (2) The reactants are [CH2:1]([O:3][C:4]1[CH:5]=[C:6]([CH:9]=[CH:10][C:11]=1[O:12][CH2:13][CH3:14])[CH:7]=O)[CH3:2].[C:15]([NH:18][NH2:19])([NH2:17])=[NH:16].Cl. No catalyst specified. The product is [CH2:1]([O:3][C:4]1[CH:5]=[C:6]([CH:9]=[CH:10][C:11]=1[O:12][CH2:13][CH3:14])[CH:7]=[N:19][NH:18][C:15]([NH2:17])=[NH:16])[CH3:2]. The yield is 0.710. (3) The product is [C:1]([O:5][CH2:6][CH2:7][N:8]1[CH2:13][CH2:12][CH:11]([CH2:14][CH2:15][O:16][C:17]2[CH:26]=[C:25]3[C:20]([C:21]([NH:27][C:28]4[CH:32]=[C:31]([CH2:33][C:34]([NH:43][C:42]5[CH:44]=[CH:45][CH:46]=[C:40]([F:39])[CH:41]=5)=[O:36])[NH:30][N:29]=4)=[N:22][CH:23]=[N:24]3)=[CH:19][C:18]=2[O:37][CH3:38])[CH2:10][CH2:9]1)([CH3:4])([CH3:2])[CH3:3]. The catalyst is CN(C)C=O.ClCCl. The reactants are [C:1]([O:5][CH2:6][CH2:7][N:8]1[CH2:13][CH2:12][CH:11]([CH2:14][CH2:15][O:16][C:17]2[CH:26]=[C:25]3[C:20]([C:21]([NH:27][C:28]4[CH:32]=[C:31]([CH2:33][C:34]([OH:36])=O)[NH:30][N:29]=4)=[N:22][CH:23]=[N:24]3)=[CH:19][C:18]=2[O:37][CH3:38])[CH2:10][CH2:9]1)([CH3:4])([CH3:3])[CH3:2].[F:39][C:40]1[CH:41]=[C:42]([CH:44]=[CH:45][CH:46]=1)[NH2:43].Cl.CN(C)CCCN=C=NCC.OC1C=CC=C[N+]=1[O-]. The yield is 0.650. (4) The reactants are Cl[C:2]1[C:7]([Cl:8])=[C:6]([C:9]([F:12])([F:11])[F:10])[N:5]=[C:4]([NH2:13])[N:3]=1.[CH3:14][C@H:15]1[CH2:23][C:22]2[C:17](=[CH:18][C:19]([CH3:24])=[CH:20][CH:21]=2)[C@@H:16]1[NH2:25].C(=O)([O-])[O-].[K+].[K+]. The catalyst is CC(N(C)C)=O. The product is [Cl:8][C:7]1[C:2]([NH:25][C@H:16]2[C:17]3[C:22](=[CH:21][CH:20]=[C:19]([CH3:24])[CH:18]=3)[CH2:23][C@@H:15]2[CH3:14])=[N:3][C:4]([NH2:13])=[N:5][C:6]=1[C:9]([F:12])([F:11])[F:10]. The yield is 0.550. (5) The reactants are [CH3:1][S:2]([O-:4])=[O:3].[Na+].Cl[CH:7]([CH3:13])[C:8]([O:10][CH2:11][CH3:12])=[O:9]. The catalyst is C(O)C. The product is [CH3:1][S:2]([CH:7]([CH3:13])[C:8]([O:10][CH2:11][CH3:12])=[O:9])(=[O:4])=[O:3]. The yield is 0.730. (6) The reactants are [CH:1]1[C:14]2[CH2:13][C:12]3[C:7](=CC=CC=3)[CH2:6][C:5]=2[CH:4]=[CH:3][CH:2]=1.C1C2C(=CC3C(C=2)=CC=CC=3)C=CC=1.C1C2C(=O)C3C(=CC=CC=3)C(=O)C=2C=CC=1.C1C2C(=CC=CC=2)CCC1.C1C2C(=CC=CC=2)C=CC1. The catalyst is C(Cl)(Cl)Cl. The product is [CH:13]1[C:14]2[C:5](=[CH:4][CH:3]=[CH:2][CH:1]=2)[CH:6]=[CH:7][CH:12]=1. The yield is 0.260. (7) The reactants are C[C:2]1[CH:3]=[CH:4][C:5]2[C:6]3[C:11]([CH:12]([NH2:17])[N:13](C)[C:14]=2[CH:15]=1)=[CH:10][CH:9]=[CH:8][CH:7]=3.[C:18](Cl)(=O)C.C(=O)(O)[O-].[Na+].C(Cl)Cl.[CH:30](O)([CH3:32])[CH3:31]. The catalyst is O. The product is [CH3:31][C:30]1[C:32]2[N:13]3[CH:14]=[CH:15][N:17]=[C:12]3[C:11]3[CH:10]=[CH:9][CH:8]=[CH:7][C:6]=3[C:5]=2[CH:4]=[C:3]([CH3:2])[CH:18]=1. The yield is 0.400.